This data is from Reaction yield outcomes from USPTO patents with 853,638 reactions. The task is: Predict the reaction yield, written as a fraction of the theoretical maximum amount of product (1.0 means a 100% yield; for example, 0.34 means a 34% yield). (1) The reactants are [CH2:1]([NH:8][C:9]([NH:11][CH2:12][C:13]1[CH:18]=[CH:17][CH:16]=[CH:15][CH:14]=1)=[O:10])[C:2]1[CH:7]=[CH:6][CH:5]=[CH:4][CH:3]=1.[C:19]([CH2:21][C:22](O)=[O:23])#[N:20]. The catalyst is C(OC(=O)C)(=O)C. The product is [NH2:20][C:19]1[N:11]([CH2:12][C:13]2[CH:18]=[CH:17][CH:16]=[CH:15][CH:14]=2)[C:9](=[O:10])[N:8]([CH2:1][C:2]2[CH:3]=[CH:4][CH:5]=[CH:6][CH:7]=2)[C:22](=[O:23])[CH:21]=1. The yield is 0.780. (2) The reactants are C([O:3][P:4]([N:9]([S:16]([C:19]1[CH:20]=[N:21][CH:22]=[C:23]([C:25]2[N:34]=[C:33]([NH:35][CH2:36][C:37]3[CH:42]=[CH:41][CH:40]=[CH:39][N:38]=3)[C:32]3[C:27](=[CH:28][CH:29]=[CH:30][C:31]=3[C:43]3[CH:48]=[CH:47][CH:46]=[CH:45][CH:44]=3)[N:26]=2)[CH:24]=1)(=[O:18])=[O:17])[P:10](=[O:15])([OH:14])[O:11]CC)([O:6]CC)=[O:5])C.I[Si](C)(C)C. The catalyst is C(Cl)Cl. The product is [C:43]1([C:31]2[CH:30]=[CH:29][CH:28]=[C:27]3[C:32]=2[C:33]([NH:35][CH2:36][C:37]2[CH:42]=[CH:41][CH:40]=[CH:39][N:38]=2)=[N:34][C:25]([C:23]2[CH:24]=[C:19]([S:16]([N:9]([P:4]([OH:5])([OH:6])=[O:3])[P:10](=[O:11])([OH:15])[OH:14])(=[O:18])=[O:17])[CH:20]=[N:21][CH:22]=2)=[N:26]3)[CH:44]=[CH:45][CH:46]=[CH:47][CH:48]=1. The yield is 0.710. (3) The reactants are [C:1]([O:5][C:6]([N:8]1[C@@H:12]([CH3:13])[CH2:11][CH2:10][C@H:9]1[C:14](O)=[O:15])=[O:7])([CH3:4])([CH3:3])[CH3:2].B.CSC.CO. The catalyst is O1CCCC1. The product is [OH:15][CH2:14][C@@H:9]1[CH2:10][CH2:11][C@H:12]([CH3:13])[N:8]1[C:6]([O:5][C:1]([CH3:2])([CH3:4])[CH3:3])=[O:7]. The yield is 0.930. (4) The reactants are [CH3:1][O:2][C:3]1[CH:4]=[C:5]([CH2:9][C:10]([OH:12])=[O:11])[CH:6]=[CH:7][CH:8]=1.Cl[CH2:14][C:15](=O)[CH3:16].C(=O)([O-])[O-].[K+].[K+]. The catalyst is C(#N)C.C(OCC)(=O)C. The product is [CH3:1][O:2][C:3]1[CH:4]=[C:5]([C:9]2[C:10](=[O:12])[O:11][CH2:14][C:15]=2[CH3:16])[CH:6]=[CH:7][CH:8]=1. The yield is 0.780. (5) The reactants are [Cl:1][C:2]1[CH:3]=[CH:4][C:5]([F:10])=[C:6]([NH:8][NH2:9])[CH:7]=1.[C:11]([O:16][CH2:17][CH3:18])(=[O:15])[C:12]([CH3:14])=O.O. The catalyst is ClCCl. The product is [CH2:17]([O:16][C:11](=[O:15])[C:12](=[N:9][NH:8][C:6]1[CH:7]=[C:2]([Cl:1])[CH:3]=[CH:4][C:5]=1[F:10])[CH3:14])[CH3:18]. The yield is 0.629. (6) The reactants are [C:1]([C:3]1[CH:21]=[CH:20][C:6]2[N:7]([CH2:15][CH2:16][CH2:17][CH2:18][F:19])[C:8]([CH2:10][O:11]C(=O)C)=[N:9][C:5]=2[CH:4]=1)#[N:2]. The catalyst is CO.CCO.Cl.[Pd]. The product is [NH2:2][CH2:1][C:3]1[CH:21]=[CH:20][C:6]2[N:7]([CH2:15][CH2:16][CH2:17][CH2:18][F:19])[C:8]([CH2:10][OH:11])=[N:9][C:5]=2[CH:4]=1. The yield is 0.180. (7) The reactants are [N:1]1[CH:6]=[CH:5][CH:4]=[C:3]2[CH2:7][CH2:8][CH2:9][C:2]=12.[OH:10]O. The catalyst is C(O)(=O)C. The product is [N+:1]1([O-:10])[CH:6]=[CH:5][CH:4]=[C:3]2[CH2:7][CH2:8][CH2:9][C:2]=12. The yield is 0.970.